From a dataset of Catalyst prediction with 721,799 reactions and 888 catalyst types from USPTO. Predict which catalyst facilitates the given reaction. (1) Reactant: [C:1]1([S:7]([N:10]2[C:14]3=[N:15][CH:16]=[C:17]([N+:31]([O-])=O)[C:18]([NH:19][CH:20]4[CH2:25][CH2:24][N:23]([CH:26]([CH3:30])[CH2:27][C:28]#[N:29])[CH2:22][CH2:21]4)=[C:13]3[CH:12]=[CH:11]2)(=[O:9])=[O:8])[CH:6]=[CH:5][CH:4]=[CH:3][CH:2]=1. Product: [NH2:31][C:17]1[C:18]([NH:19][CH:20]2[CH2:21][CH2:22][N:23]([CH:26]([CH3:30])[CH2:27][C:28]#[N:29])[CH2:24][CH2:25]2)=[C:13]2[CH:12]=[CH:11][N:10]([S:7]([C:1]3[CH:2]=[CH:3][CH:4]=[CH:5][CH:6]=3)(=[O:9])=[O:8])[C:14]2=[N:15][CH:16]=1. The catalyst class is: 350. (2) Reactant: [CH3:1][O:2][C:3]1[CH:4]=[C:5]([N:11]2[CH2:16][C:15]3[CH:17]=[N:18][C:19]4[N:23](S(C5C=CC=CC=5)(=O)=O)[C:22]([C:33]([NH:35][CH3:36])=[O:34])=[CH:21][C:20]=4[C:14]=3[N:13]([CH3:37])[C:12]2=[O:38])[CH:6]=[C:7]([O:9][CH3:10])[CH:8]=1.CC(C)([O-])C.[K+]. Product: [CH3:1][O:2][C:3]1[CH:4]=[C:5]([N:11]2[CH2:16][C:15]3[CH:17]=[N:18][C:19]4[NH:23][C:22]([C:33]([NH:35][CH3:36])=[O:34])=[CH:21][C:20]=4[C:14]=3[N:13]([CH3:37])[C:12]2=[O:38])[CH:6]=[C:7]([O:9][CH3:10])[CH:8]=1. The catalyst class is: 83. (3) Reactant: [C:1]([O:5][C:6](=[O:16])[N:7]([CH3:15])[CH2:8][C:9]1[N:13]=[C:12]([CH3:14])[NH:11][N:10]=1)([CH3:4])([CH3:3])[CH3:2].C([O-])([O-])=O.[Cs+].[Cs+].Br[CH2:24][C:25]([O:27][CH2:28][C:29]1[CH:34]=[CH:33][CH:32]=[CH:31][CH:30]=1)=[O:26]. Product: [C:1]([O:5][C:6]([N:7]([CH2:8][C:9]1[N:13]=[C:12]([CH3:14])[N:11]([CH2:24][C:25]([O:27][CH2:28][C:29]2[CH:34]=[CH:33][CH:32]=[CH:31][CH:30]=2)=[O:26])[N:10]=1)[CH3:15])=[O:16])([CH3:4])([CH3:3])[CH3:2]. The catalyst class is: 23. (4) Reactant: [Br:1][C:2]1[CH:8]=[CH:7][C:5]([NH2:6])=[CH:4][CH:3]=1.C(=O)C.P(O)(O[C:22]1[CH:27]=[CH:26][CH:25]=CC=1)(O[C:26]1[CH:25]=CC=[CH:22][CH:27]=1)=O.[CH:29](/[NH:32][C:33](=[O:39])[O:34][C:35]([CH3:38])([CH3:37])[CH3:36])=C\C. Product: [Br:1][C:2]1[CH:8]=[C:7]2[C:5](=[CH:4][CH:3]=1)[NH:6][C@@H:27]([CH3:22])[C@H:26]([CH3:25])[C@H:29]2[NH:32][C:33](=[O:39])[O:34][C:35]([CH3:38])([CH3:37])[CH3:36]. The catalyst class is: 2. (5) Reactant: [F:1][C:2]1[CH:7]=[C:6]([F:8])[CH:5]=[CH:4][C:3]=1[C@H:9]([F:23])[CH:10]1[CH2:15][CH2:14][N:13]([C:16]([O:18][C:19]([CH3:22])([CH3:21])[CH3:20])=[O:17])[CH2:12][CH2:11]1.[ClH:24]. Product: [C:19]([O:18][C:16]([N:13]1[CH2:14][CH2:15][CH:10]([CH:9]([C:3]2[CH:4]=[CH:5][C:6]([F:8])=[CH:7][C:2]=2[F:1])[F:23])[CH2:11][CH2:12]1)=[O:17])([CH3:22])([CH3:20])[CH3:21].[F:1][C:2]1[CH:7]=[C:6]([F:8])[CH:5]=[CH:4][C:3]=1[C@H:9]([F:23])[CH:10]1[CH2:15][CH2:14][NH:13][CH2:12][CH2:11]1.[ClH:24]. The catalyst class is: 25. (6) Product: [C:14]1([P:7](=[O:38])([C:1]2[CH:2]=[CH:3][CH:4]=[CH:5][CH:6]=2)[C:8]2[CH:13]=[CH:12][CH:11]=[CH:10][CH:9]=2)[CH:15]=[CH:16][CH:17]=[CH:18][CH:19]=1. Reactant: [C:1]1([P:7]([C:14]2[CH:19]=[CH:18][CH:17]=[CH:16][CH:15]=2)[C:8]2[CH:13]=[CH:12][CH:11]=[CH:10][CH:9]=2)[CH:6]=[CH:5][CH:4]=[CH:3][CH:2]=1.BrCC1C=CC2C(=CC=CC=2)C=1.BrC1C=CC(C=[O:38])=CC=1.C([O-])([O-])=O.[K+].[K+]. The catalyst class is: 345. (7) Reactant: O[CH2:2][C:3]1[CH:4]=[C:5]([S:22]([NH2:25])(=[O:24])=[O:23])[CH:6]=[CH:7][C:8]=1[N:9]1[C:17]2[CH2:16][CH2:15][CH2:14][CH2:13][C:12]=2[C:11]([C:18]([F:21])([F:20])[F:19])=[N:10]1.[CH2:26]([NH2:28])[CH3:27]. Product: [CH2:26]([NH:28][CH2:2][C:3]1[CH:4]=[C:5]([S:22]([NH2:25])(=[O:24])=[O:23])[CH:6]=[CH:7][C:8]=1[N:9]1[C:17]2[CH2:16][CH2:15][CH2:14][CH2:13][C:12]=2[C:11]([C:18]([F:21])([F:20])[F:19])=[N:10]1)[CH3:27]. The catalyst class is: 309.